Dataset: Catalyst prediction with 721,799 reactions and 888 catalyst types from USPTO. Task: Predict which catalyst facilitates the given reaction. (1) Reactant: Br[C:2]1[CH:10]=[C:9]2[C:5]([CH:6]=[N:7][NH:8]2)=[C:4]([NH:11][C:12]([C:14]2[N:15]=[C:16]([CH3:19])[S:17][CH:18]=2)=[O:13])[CH:3]=1.C(=O)([O-])[O-].[Na+].[Na+].O1CCOCC1.[NH:32]1[C:40]2[C:35](=[CH:36][C:37](B(O)O)=[CH:38][CH:39]=2)[CH:34]=[CH:33]1. Product: [NH:32]1[C:40]2[C:35](=[CH:36][C:37]([C:2]3[CH:10]=[C:9]4[C:5]([CH:6]=[N:7][NH:8]4)=[C:4]([NH:11][C:12]([C:14]4[N:15]=[C:16]([CH3:19])[S:17][CH:18]=4)=[O:13])[CH:3]=3)=[CH:38][CH:39]=2)[CH:34]=[CH:33]1. The catalyst class is: 263. (2) The catalyst class is: 3. Reactant: [Cl:1][C:2]1[N:7]=[C:6](S(C)(=O)=O)[N:5]=[C:4]([N:12]2[CH2:17][CH2:16][O:15][CH2:14][CH2:13]2)[CH:3]=1.C1COCC1.[CH2:23]([CH2:25][NH2:26])[OH:24].CCN(C(C)C)C(C)C. Product: [Cl:1][C:2]1[CH:3]=[C:4]([N:12]2[CH2:17][CH2:16][O:15][CH2:14][CH2:13]2)[N:5]=[C:6]([NH:26][CH2:25][CH2:23][OH:24])[N:7]=1. (3) Reactant: C(OC(=O)[NH:10][C:11]1[C:12]([C:24]([NH:26][C:27]2[CH:28]=[N:29][CH:30]=[CH:31][C:32]=2[N:33]2[CH2:38][CH2:37][CH2:36][C@H:35]([NH:39]C(OC(C)(C)C)=O)[CH2:34]2)=[O:25])=[N:13][C:14]2[C:19]([CH:20]=1)=[CH:18][CH:17]=[C:16]([CH:21]([OH:23])[CH3:22])[CH:15]=2)C1C=CC=CC=1.C(Cl)Cl.C(O)(C(F)(F)F)=O. Product: [NH2:10][C:11]1[C:12]([C:24]([NH:26][C:27]2[CH:28]=[N:29][CH:30]=[CH:31][C:32]=2[N:33]2[CH2:38][CH2:37][CH2:36][C@H:35]([NH2:39])[CH2:34]2)=[O:25])=[N:13][C:14]2[C:19]([CH:20]=1)=[CH:18][CH:17]=[C:16]([CH:21]([OH:23])[CH3:22])[CH:15]=2. The catalyst class is: 19. (4) Reactant: C(N(CC)CC)C.[OH:8][CH:9]1[CH2:14][CH2:13][N:12]([C:15]([O:17][CH2:18][C:19]2[CH:24]=[CH:23][CH:22]=[CH:21][CH:20]=2)=[O:16])[CH2:11][CH2:10]1.[C:25]1([S:31](Cl)(=[O:33])=[O:32])[CH:30]=[CH:29][CH:28]=[CH:27][CH:26]=1. Product: [CH2:18]([O:17][C:15]([N:12]1[CH2:11][CH2:10][CH:9]([O:8][S:31]([C:25]2[CH:30]=[CH:29][CH:28]=[CH:27][CH:26]=2)(=[O:33])=[O:32])[CH2:14][CH2:13]1)=[O:16])[C:19]1[CH:24]=[CH:23][CH:22]=[CH:21][CH:20]=1. The catalyst class is: 4. (5) Product: [C:1]([O:5][C:6](=[O:17])/[CH:7]=[CH:8]/[C:9]1[S:13][C:12]([C:14]([O:16][CH:18]([CH3:20])[CH3:19])=[O:15])=[CH:11][CH:10]=1)([CH3:4])([CH3:2])[CH3:3]. The catalyst class is: 26. Reactant: [C:1]([O:5][C:6](=[O:17])/[CH:7]=[CH:8]/[C:9]1[S:13][C:12]([C:14]([OH:16])=[O:15])=[CH:11][CH:10]=1)([CH3:4])([CH3:3])[CH3:2].[CH:18](OC(OC(C)C)N(C)C)([CH3:20])[CH3:19].